Dataset: Reaction yield outcomes from USPTO patents with 853,638 reactions. Task: Predict the reaction yield, written as a fraction of the theoretical maximum amount of product (1.0 means a 100% yield; for example, 0.34 means a 34% yield). (1) The reactants are C([O:3][C:4]([C:6]1[CH:7]2[N:24]([C:25]([O:27][C:28]([CH3:31])([CH3:30])[CH3:29])=[O:26])[CH:11]([CH2:12][C:13]=1[C:14]1[CH:19]=[CH:18][CH:17]=[C:16]([O:20][CH2:21][CH2:22][OH:23])[CH:15]=1)[CH2:10][N:9]([C:32]([O:34][C:35]([CH3:38])([CH3:37])[CH3:36])=[O:33])[CH2:8]2)=[O:5])C.[OH-].[Na+].Cl.N1C=CN=C1.[CH3:47][C:48]([Si:51](Cl)([CH3:53])[CH3:52])([CH3:50])[CH3:49].[NH4+].[Cl-]. The catalyst is CCO.CN(C=O)C. The product is [C:35]([O:34][C:32]([N:9]1[CH2:8][CH:7]2[N:24]([C:25]([O:27][C:28]([CH3:31])([CH3:30])[CH3:29])=[O:26])[CH:11]([CH2:12][C:13]([C:14]3[CH:19]=[CH:18][CH:17]=[C:16]([O:20][CH2:21][CH2:22][O:23][Si:51]([C:48]([CH3:50])([CH3:49])[CH3:47])([CH3:53])[CH3:52])[CH:15]=3)=[C:6]2[C:4]([OH:5])=[O:3])[CH2:10]1)=[O:33])([CH3:36])([CH3:37])[CH3:38]. The yield is 0.850. (2) The reactants are [OH:1][C:2]1[CH:11]=[CH:10][C:5]([C:6]([O:8][CH3:9])=[O:7])=[CH:4][CH:3]=1.C(=O)([O-])[O-].[K+].[K+].CN(C)C=O.Cl[CH2:24][C:25]1[N:26]=[C:27]([C:31]2[CH:36]=[CH:35][CH:34]=[CH:33][CH:32]=2)[O:28][C:29]=1[CH3:30]. The catalyst is O. The product is [CH3:30][C:29]1[O:28][C:27]([C:31]2[CH:32]=[CH:33][CH:34]=[CH:35][CH:36]=2)=[N:26][C:25]=1[CH2:24][O:1][C:2]1[CH:3]=[CH:4][C:5]([C:6]([O:8][CH3:9])=[O:7])=[CH:10][CH:11]=1. The yield is 0.870. (3) The reactants are CC1[N:3]([C:8]2[CH:9]=[CH:10][C:11]3[CH2:17][CH2:16][CH2:15][C:14](=[O:18])[N:13]([CH3:19])[C:12]=3[CH:20]=2)C(C)=CC=1.Cl.NO.C(N(CC)CC)C. The catalyst is C(O)C.O. The product is [NH2:3][C:8]1[CH:9]=[CH:10][C:11]2[CH2:17][CH2:16][CH2:15][C:14](=[O:18])[N:13]([CH3:19])[C:12]=2[CH:20]=1. The yield is 0.580. (4) The reactants are [CH3:1][O:2][C:3]1[CH:9]=[CH:8][CH:7]=[C:6]([N+:10]([O-])=O)[C:4]=1[NH2:5].CCO. No catalyst specified. The product is [CH3:1][O:2][C:3]1[CH:9]=[CH:8][CH:7]=[C:6]([NH2:10])[C:4]=1[NH2:5]. The yield is 0.990. (5) The reactants are C(O[C:6]([N:8]1[CH2:13][CH2:12][N:11](C2C(=O)N(CC(C)C)N=C(C3C=CC(C)=C(F)C=3)C=2C)[CH2:10][CH2:9]1)=O)(C)(C)C.[Cl:34][C:35]1[CH:65]=[CH:64][C:38]([CH:39]=[CH:40][CH2:41][N:42]2[C:47](=[O:48])[C:46]([CH2:49]OS(C)(=O)=O)=[CH:45][C:44]([C:55]3[CH:60]=[CH:59][C:58]([O:61][CH3:62])=[C:57]([F:63])[CH:56]=3)=[N:43]2)=[CH:37][CH:36]=1.CN1CCNCC1. No catalyst specified. The product is [Cl:34][C:35]1[CH:36]=[CH:37][C:38]([CH:39]=[CH:40][CH2:41][N:42]2[C:47](=[O:48])[C:46]([CH2:49][N:11]3[CH2:12][CH2:13][N:8]([CH3:6])[CH2:9][CH2:10]3)=[CH:45][C:44]([C:55]3[CH:60]=[CH:59][C:58]([O:61][CH3:62])=[C:57]([F:63])[CH:56]=3)=[N:43]2)=[CH:64][CH:65]=1. The yield is 0.663. (6) The reactants are [C:1]([C@@H:3]1[CH2:7][CH2:6][CH2:5][N:4]1[C:8]([O:10]C(C)(C)C)=O)#[N:2].C(O)(C(F)(F)F)=O.[CH2:22]([C:33]1[CH:41]=[CH:40][C:36](C(O)=O)=[CH:35][CH:34]=1)[CH2:23][CH2:24][CH2:25][CH2:26][CH2:27][CH2:28][CH2:29][CH2:30][CH2:31][CH3:32]. The catalyst is CCOC(C)=O. The product is [CH2:22]([C:33]1[CH:34]=[CH:35][C:36]([C:8]([N:4]2[CH2:5][CH2:6][CH2:7][C@H:3]2[C:1]#[N:2])=[O:10])=[CH:40][CH:41]=1)[CH2:23][CH2:24][CH2:25][CH2:26][CH2:27][CH2:28][CH2:29][CH2:30][CH2:31][CH3:32]. The yield is 0.410. (7) The reactants are [CH:1]([Mg]Cl)([CH3:3])[CH3:2].C(O[C:9]1[CH2:13][CH2:12][C:11](=[O:14])[CH:10]=1)C.Cl. No catalyst specified. The product is [CH:1]([C:9]1[CH2:13][CH2:12][C:11](=[O:14])[CH:10]=1)([CH3:3])[CH3:2]. The yield is 0.200.